From a dataset of Full USPTO retrosynthesis dataset with 1.9M reactions from patents (1976-2016). Predict the reactants needed to synthesize the given product. (1) Given the product [Cl:1][C:2]1[CH:3]=[C:4]([C:8](=[N:37][OH:38])[C:9]2[CH:36]=[CH:35][C:12]3[N:13]([CH2:17][CH2:18][O:19][C:20]4[CH:34]=[CH:33][C:23]([O:24][C:25]([CH3:32])([CH3:31])[C:26]([OH:28])=[O:27])=[CH:22][CH:21]=4)[C:14](=[O:16])[S:15][C:11]=3[CH:10]=2)[CH:5]=[CH:6][CH:7]=1, predict the reactants needed to synthesize it. The reactants are: [Cl:1][C:2]1[CH:3]=[C:4]([C:8](=[N:37][OH:38])[C:9]2[CH:36]=[CH:35][C:12]3[N:13]([CH2:17][CH2:18][O:19][C:20]4[CH:34]=[CH:33][C:23]([O:24][C:25]([CH3:32])([CH3:31])[C:26]([O:28]CC)=[O:27])=[CH:22][CH:21]=4)[C:14](=[O:16])[S:15][C:11]=3[CH:10]=2)[CH:5]=[CH:6][CH:7]=1.[OH-].[K+].Cl. (2) Given the product [NH2:19][C:10]1[C:9]2[N:8]=[CH:7][N:6]([CH2:5][CH2:4][CH2:3][CH2:2][NH:1][C:30](=[O:31])[C:29]3[CH:33]=[CH:34][CH:35]=[C:27]([O:20][C:21]4[CH:22]=[CH:23][CH:24]=[CH:25][CH:26]=4)[CH:28]=3)[C:18]=2[C:17]2[CH:16]=[CH:15][CH:14]=[CH:13][C:12]=2[N:11]=1, predict the reactants needed to synthesize it. The reactants are: [NH2:1][CH2:2][CH2:3][CH2:4][CH2:5][N:6]1[C:18]2[C:17]3[CH:16]=[CH:15][CH:14]=[CH:13][C:12]=3[N:11]=[C:10]([NH2:19])[C:9]=2[N:8]=[CH:7]1.[O:20]([C:27]1[CH:28]=[C:29]([CH:33]=[CH:34][CH:35]=1)[C:30](Cl)=[O:31])[C:21]1[CH:26]=[CH:25][CH:24]=[CH:23][CH:22]=1.